From a dataset of Catalyst prediction with 721,799 reactions and 888 catalyst types from USPTO. Predict which catalyst facilitates the given reaction. (1) Reactant: C(N(C(C)C)CC)(C)C.[C:10]([C:13]1[CH:18]=[CH:17][C:16]([C:19]2[CH:24]=[C:23]([N:25]3[CH2:30][CH2:29][O:28][CH2:27][CH2:26]3)[N:22]=[C:21]([N:31]3[C:35]4[CH:36]=[CH:37][CH:38]=[CH:39][C:34]=4[N:33]=[C:32]3[CH:40]([F:42])[F:41])[N:20]=2)=[CH:15][CH:14]=1)(O)=[O:11].F[P-](F)(F)(F)(F)F.N1(OC(N(C)C)=[N+](C)C)C2N=CC=CC=2N=N1.[CH3:67][N:68]([CH3:72])[CH2:69][CH2:70][NH2:71]. Product: [F:42][CH:40]([F:41])[C:32]1[N:31]([C:21]2[N:20]=[C:19]([C:16]3[CH:17]=[CH:18][C:13]([C:10](=[O:11])[NH:71][CH2:70][CH2:69][N:68]([CH3:72])[CH3:67])=[CH:14][CH:15]=3)[CH:24]=[C:23]([N:25]3[CH2:30][CH2:29][O:28][CH2:27][CH2:26]3)[N:22]=2)[C:35]2[CH:36]=[CH:37][CH:38]=[CH:39][C:34]=2[N:33]=1. The catalyst class is: 44. (2) Reactant: [CH:1]1[C:6]([NH:7][C:8]([NH:10][C:11]([NH:13][CH2:14][CH2:15][CH2:16][CH2:17][CH2:18][CH2:19][NH:20][C:21]([NH:23][C:24]([NH:26][C:27]2[CH:28]=[CH:29][C:30]([Cl:33])=[CH:31][CH:32]=2)=[NH:25])=[NH:22])=[NH:12])=[NH:9])=[CH:5][CH:4]=[C:3]([Cl:34])[CH:2]=1.[N+]([O-])([O-])=O.[Ag+:39].[Ag+].S(OOS([O-])(=O)=O)([O-])(=O)=O.[Na+].[Na+]. Product: [Ag+3:39].[CH:28]1[C:27]([NH:26][C:24]([NH:23][C:21]([NH:20][CH2:19][CH2:18][CH2:17][CH2:16][CH2:15][CH2:14][NH:13][C:11]([NH:10][C:8]([NH:7][C:6]2[CH:1]=[CH:2][C:3]([Cl:34])=[CH:4][CH:5]=2)=[NH:9])=[NH:12])=[NH:22])=[NH:25])=[CH:32][CH:31]=[C:30]([Cl:33])[CH:29]=1. The catalyst class is: 5.